From a dataset of Reaction yield outcomes from USPTO patents with 853,638 reactions. Predict the reaction yield, written as a fraction of the theoretical maximum amount of product (1.0 means a 100% yield; for example, 0.34 means a 34% yield). (1) The reactants are [OH-].[K+].[Br:3][C:4]1[CH:13]=[C:12]2[C:7]([C:8]([CH3:16])([CH3:15])[CH2:9][C:10](=[O:14])[NH:11]2)=[CH:6][C:5]=1[CH3:17].[CH3:18]I.O. The catalyst is CS(C)=O. The product is [Br:3][C:4]1[CH:13]=[C:12]2[C:7]([C:8]([CH3:15])([CH3:16])[CH2:9][C:10](=[O:14])[N:11]2[CH3:18])=[CH:6][C:5]=1[CH3:17]. The yield is 0.990. (2) The reactants are [Cl:1][CH2:2][CH2:3][CH2:4][O:5][C:6]1[C:7]([O:19][CH3:20])=[CH:8][C:9]([N+:16]([O-])=O)=[C:10]([CH:15]=1)[C:11]([O:13][CH3:14])=[O:12]. The catalyst is CCOC(C)=O.[Pd]. The product is [NH2:16][C:9]1[CH:8]=[C:7]([O:19][CH3:20])[C:6]([O:5][CH2:4][CH2:3][CH2:2][Cl:1])=[CH:15][C:10]=1[C:11]([O:13][CH3:14])=[O:12]. The yield is 0.990.